From a dataset of TCR-epitope binding with 47,182 pairs between 192 epitopes and 23,139 TCRs. Binary Classification. Given a T-cell receptor sequence (or CDR3 region) and an epitope sequence, predict whether binding occurs between them. The epitope is KPLEFGATSAAL. The TCR CDR3 sequence is CASSSSDRDTTYNEQFF. Result: 1 (the TCR binds to the epitope).